This data is from Reaction yield outcomes from USPTO patents with 853,638 reactions. The task is: Predict the reaction yield, written as a fraction of the theoretical maximum amount of product (1.0 means a 100% yield; for example, 0.34 means a 34% yield). The reactants are [NH2:1][C:2]1[NH:3][C:4](=[O:11])[C:5]2[CH:10]=[CH:9][NH:8][C:6]=2[N:7]=1.[CH3:12][C:13]([CH3:18])([CH3:17])[C:14](Cl)=[O:15]. The yield is 0.930. The catalyst is N1C=CC=CC=1. The product is [CH3:12][C:13]([CH3:18])([CH3:17])[C:14]([NH:1][C:2]1[NH:3][C:4](=[O:11])[C:5]2[CH:10]=[CH:9][NH:8][C:6]=2[N:7]=1)=[O:15].